From a dataset of Full USPTO retrosynthesis dataset with 1.9M reactions from patents (1976-2016). Predict the reactants needed to synthesize the given product. (1) Given the product [CH3:23][C:24]1([CH3:38])[CH2:32][C:31]2[N:30]([C:2]3[CH:9]=[CH:8][C:5]([C:6]#[N:7])=[C:4]([NH:10][C@@H:11]4[CH2:15][CH2:14][CH2:13][C@H:12]4[OH:16])[CH:3]=3)[CH:29]=[C:28]([C:33]([F:36])([F:34])[F:35])[C:27]=2[C:26](=[O:37])[CH2:25]1, predict the reactants needed to synthesize it. The reactants are: Br[C:2]1[CH:9]=[CH:8][C:5]([C:6]#[N:7])=[C:4]([NH:10][C@H:11]2[CH2:15][CH2:14][CH2:13][C@@H:12]2[OH:16])[CH:3]=1.C([O-])([O-])=O.[K+].[K+].[CH3:23][C:24]1([CH3:38])[CH2:32][C:31]2[NH:30][CH:29]=[C:28]([C:33]([F:36])([F:35])[F:34])[C:27]=2[C:26](=[O:37])[CH2:25]1.CNCCNC. (2) Given the product [Cl:1][C:2]1[C:7]([O:8][CH2:9][C:10]([O:12][C:13]([CH3:16])([CH3:15])[CH3:14])=[O:11])=[CH:6][CH:5]=[C:4]([NH:22][S:19]([CH3:18])(=[O:21])=[O:20])[N:3]=1, predict the reactants needed to synthesize it. The reactants are: [Cl:1][C:2]1[C:7]([O:8][CH2:9][C:10]([O:12][C:13]([CH3:16])([CH3:15])[CH3:14])=[O:11])=[CH:6][CH:5]=[C:4](I)[N:3]=1.[CH3:18][S:19]([NH2:22])(=[O:21])=[O:20].CN[C@@H]1CCCC[C@H]1NC.C(=O)([O-])[O-].[K+].[K+]. (3) Given the product [CH:10]([N:13]1[CH2:18][CH2:17][CH:16]([NH:19][S:20]([CH2:23][CH2:24][NH:25][C:7]([C:5]2[O:6][C:2]([Br:1])=[CH:3][CH:4]=2)=[O:9])(=[O:21])=[O:22])[CH2:15][CH2:14]1)([CH3:12])[CH3:11], predict the reactants needed to synthesize it. The reactants are: [Br:1][C:2]1[O:6][C:5]([C:7]([OH:9])=O)=[CH:4][CH:3]=1.[CH:10]([N:13]1[CH2:18][CH2:17][CH:16]([NH:19][S:20]([CH2:23][CH2:24][NH2:25])(=[O:22])=[O:21])[CH2:15][CH2:14]1)([CH3:12])[CH3:11].